Dataset: Forward reaction prediction with 1.9M reactions from USPTO patents (1976-2016). Task: Predict the product of the given reaction. Given the reactants [C:1]([Si:5]([O:18][CH2:19][C:20]1[O:25][CH2:24][CH2:23][CH2:22][CH:21]=1)([C:12]1[CH:17]=[CH:16][CH:15]=[CH:14][CH:13]=1)[C:6]1[CH:11]=[CH:10][CH:9]=[CH:8][CH:7]=1)([CH3:4])([CH3:3])[CH3:2].B.C1C[O:30]CC1.[OH-].[Na+].OO.[O-]S([O-])=O.[Na+].[Na+], predict the reaction product. The product is: [Si:5]([O:18][CH2:19][CH:20]1[CH:21]([OH:30])[CH2:22][CH2:23][CH2:24][O:25]1)([C:1]([CH3:4])([CH3:2])[CH3:3])([C:6]1[CH:11]=[CH:10][CH:9]=[CH:8][CH:7]=1)[C:12]1[CH:13]=[CH:14][CH:15]=[CH:16][CH:17]=1.